Dataset: Retrosynthesis with 50K atom-mapped reactions and 10 reaction types from USPTO. Task: Predict the reactants needed to synthesize the given product. (1) Given the product CS(=O)(=O)O[C@@H]1C[C@@H](c2csc(C=O)n2)N(C(=O)OCc2ccc([N+](=O)[O-])cc2)C1, predict the reactants needed to synthesize it. The reactants are: COC(OC)c1nc([C@@H]2C[C@@H](OS(C)(=O)=O)CN2C(=O)OCc2ccc([N+](=O)[O-])cc2)cs1. (2) Given the product C#CCOC(=O)C(C)O, predict the reactants needed to synthesize it. The reactants are: C#CCO.CC(O)C(=O)O.